Dataset: NCI-60 drug combinations with 297,098 pairs across 59 cell lines. Task: Regression. Given two drug SMILES strings and cell line genomic features, predict the synergy score measuring deviation from expected non-interaction effect. (1) Drug 1: C1=CC=C(C(=C1)C(C2=CC=C(C=C2)Cl)C(Cl)Cl)Cl. Drug 2: C1C(C(OC1N2C=NC3=C2NC=NCC3O)CO)O. Cell line: TK-10. Synergy scores: CSS=-4.33, Synergy_ZIP=0.517, Synergy_Bliss=-2.62, Synergy_Loewe=-2.89, Synergy_HSA=-4.04. (2) Drug 1: CN(C)N=NC1=C(NC=N1)C(=O)N. Drug 2: CNC(=O)C1=NC=CC(=C1)OC2=CC=C(C=C2)NC(=O)NC3=CC(=C(C=C3)Cl)C(F)(F)F. Cell line: OVCAR3. Synergy scores: CSS=24.2, Synergy_ZIP=-2.84, Synergy_Bliss=-3.90, Synergy_Loewe=-11.7, Synergy_HSA=-5.89. (3) Drug 1: CC12CCC3C(C1CCC2O)C(CC4=C3C=CC(=C4)O)CCCCCCCCCS(=O)CCCC(C(F)(F)F)(F)F. Drug 2: COC1=C2C(=CC3=C1OC=C3)C=CC(=O)O2. Cell line: A498. Synergy scores: CSS=-4.26, Synergy_ZIP=8.37, Synergy_Bliss=-0.667, Synergy_Loewe=-8.97, Synergy_HSA=-7.80.